Task: Binary Classification. Given a drug SMILES string, predict its activity (active/inactive) in a high-throughput screening assay against a specified biological target.. Dataset: In vitro SARS-CoV-2 activity screen of 1,480 approved drugs from Prestwick library (1) The molecule is CC(C(=O)O)c1ccc(N2Cc3ccccc3C2=O)cc1. The result is 0 (inactive). (2) The drug is Cc1cc(C2CCCCC2)n(O)c(=O)c1.NCCO. The result is 0 (inactive). (3) The drug is Cl.N[C@@H]1CCCCN(c2c(F)cc3c(=O)c(C(=O)O)cn(C4CC4)c3c2Cl)C1. The result is 0 (inactive).